From a dataset of Forward reaction prediction with 1.9M reactions from USPTO patents (1976-2016). Predict the product of the given reaction. Given the reactants [C:1]([C:3]1[N:8]=[CH:7][C:6]([NH:9][C:10]([N:12]2[CH2:17][CH2:16][CH:15]([O:18][C:19]3[CH:24]=[CH:23][C:22]([O:25][CH2:26][C:27]4[CH:32]=[CH:31][CH:30]=[C:29]([F:33])[CH:28]=4)=[CH:21][CH:20]=3)[CH2:14][CH2:13]2)=[O:11])=[CH:5][CH:4]=1)#[N:2].C(=O)([O-])[O-:35].[K+].[K+].OO.O, predict the reaction product. The product is: [F:33][C:29]1[CH:28]=[C:27]([CH:32]=[CH:31][CH:30]=1)[CH2:26][O:25][C:22]1[CH:23]=[CH:24][C:19]([O:18][CH:15]2[CH2:16][CH2:17][N:12]([C:10]([NH:9][C:6]3[CH:5]=[CH:4][C:3]([C:1]([NH2:2])=[O:35])=[N:8][CH:7]=3)=[O:11])[CH2:13][CH2:14]2)=[CH:20][CH:21]=1.